This data is from Full USPTO retrosynthesis dataset with 1.9M reactions from patents (1976-2016). The task is: Predict the reactants needed to synthesize the given product. (1) Given the product [CH2:1]([N:4]([CH2:5][CH3:6])[C:11](=[S:13])[S-:12])[CH3:2].[CH2:14]([NH+:17]([CH2:21][CH2:22][CH3:23])[CH2:18][CH2:19][CH3:20])[CH2:15][CH3:16], predict the reactants needed to synthesize it. The reactants are: [CH2:1]([NH+:4](CCC)[CH2:5][CH2:6]C)[CH2:2]C.[C:11](=[S:13])=[S:12].[CH2:14]([N:17]([CH2:21][CH2:22][CH3:23])[CH2:18][CH2:19][CH3:20])[CH2:15][CH3:16].C(NCC)C. (2) Given the product [CH:36]1([C:7]2[CH:12]=[CH:11][C:10]([N:13]3[CH:18]=[C:17]([O:19][CH3:20])[C:16](=[O:21])[C:15]([C:22]4[N:26]([C:27]5[CH:32]=[CH:31][CH:30]=[CH:29][CH:28]=5)[N:25]=[CH:24][CH:23]=4)=[N:14]3)=[C:9]([F:33])[CH:8]=2)[CH2:38][CH2:37]1, predict the reactants needed to synthesize it. The reactants are: FC(F)(F)S(O[C:7]1[CH:12]=[CH:11][C:10]([N:13]2[CH:18]=[C:17]([O:19][CH3:20])[C:16](=[O:21])[C:15]([C:22]3[N:26]([C:27]4[CH:32]=[CH:31][CH:30]=[CH:29][CH:28]=4)[N:25]=[CH:24][CH:23]=3)=[N:14]2)=[C:9]([F:33])[CH:8]=1)(=O)=O.[CH:36]1(B(O)O)[CH2:38][CH2:37]1.[O-]P([O-])([O-])=O.[K+].[K+].[K+].C1(P(C2CCCCC2)C2CCCCC2)CCCCC1. (3) Given the product [NH2:1][C:2]1[N:3]=[C:4]([O:30][CH2:47][CH:48]2[CH2:44][CH2:49]2)[C:5]2[S:10][C:9](=[O:11])[N:8]([C@@H:12]3[O:24][C@H:23]([CH2:25][O:26][C:27](=[O:29])[CH3:28])[C@@H:18]([O:19][C:20](=[O:22])[CH3:21])[C@H:13]3[O:14][C:15](=[O:17])[CH3:16])[C:6]=2[N:7]=1, predict the reactants needed to synthesize it. The reactants are: [NH2:1][C:2]1[NH:3][C:4](=[O:30])[C:5]2[S:10][C:9](=[O:11])[N:8]([C@@H:12]3[O:24][C@H:23]([CH2:25][O:26][C:27](=[O:29])[CH3:28])[C@@H:18]([O:19][C:20](=[O:22])[CH3:21])[C@H:13]3[O:14][C:15](=[O:17])[CH3:16])[C:6]=2[N:7]=1.[CH:48]1[CH:47]=CC(P([C:44]2[CH:49]=[CH:48][CH:47]=CC=2)[C:48]2[CH:47]=CC=[CH:44][CH:49]=2)=[CH:44][CH:49]=1.C1(CCO)CC1.CCOC(/N=N/C(OCC)=O)=O. (4) Given the product [CH2:12]([NH:19][C:8]1[CH:7]=[CH:6][C:5]2[NH:1][CH:2]=[N:3][C:4]=2[CH:9]=1)[C:13]1[CH:18]=[CH:17][CH:16]=[CH:15][CH:14]=1, predict the reactants needed to synthesize it. The reactants are: [N:1]1[C:5]2[CH:6]=[CH:7][C:8](C=O)=[CH:9][C:4]=2[NH:3][CH:2]=1.[CH2:12]([NH2:19])[C:13]1[CH:18]=[CH:17][CH:16]=[CH:15][CH:14]=1.[BH4-].[Na+]. (5) The reactants are: C(OC(=O)[NH:7][CH:8]([C:12](=[O:23])[NH:13][C:14]1[S:15][C:16]([C:19]([CH3:22])([CH3:21])[CH3:20])=[N:17][N:18]=1)[CH2:9][CH2:10][CH3:11])(C)(C)C.Cl. Given the product [C:19]([C:16]1[S:15][C:14]([NH:13][C:12](=[O:23])[CH:8]([NH2:7])[CH2:9][CH2:10][CH3:11])=[N:18][N:17]=1)([CH3:21])([CH3:20])[CH3:22], predict the reactants needed to synthesize it. (6) Given the product [C:19]([C:17]1[CH:16]=[CH:15][C:3]([CH2:4][NH:5][C:6](=[O:14])[C:7]2[CH:12]=[CH:11][CH:10]=[C:9]([CH3:13])[CH:8]=2)=[C:2]([NH:1][CH2:22][C:23](=[O:24])[N:25]([CH3:27])[CH3:26])[CH:18]=1)#[N:20], predict the reactants needed to synthesize it. The reactants are: [NH2:1][C:2]1[CH:18]=[C:17]([C:19]#[N:20])[CH:16]=[CH:15][C:3]=1[CH2:4][NH:5][C:6](=[O:14])[C:7]1[CH:12]=[CH:11][CH:10]=[C:9]([CH3:13])[CH:8]=1.Cl[CH2:22][C:23]([N:25]([CH3:27])[CH3:26])=[O:24].